The task is: Predict the reactants needed to synthesize the given product.. This data is from Full USPTO retrosynthesis dataset with 1.9M reactions from patents (1976-2016). (1) Given the product [F:1][C:2]1[CH:7]=[CH:6][C:5]([N:8]2[C:12]3[CH:13]=[C:14]4[C@:19]([CH2:21][N:38]5[CH2:42][CH2:41][C@H:40]([OH:43])[CH2:39]5)([CH2:20][C:11]=3[CH:10]=[N:9]2)[CH2:18][N:17]([S:23]([C:26]2[CH:27]=[N:28][C:29]([N:32]3[CH2:37][CH2:36][O:35][CH2:34][CH2:33]3)=[CH:30][CH:31]=2)(=[O:24])=[O:25])[CH2:16][CH2:15]4)=[CH:4][CH:3]=1, predict the reactants needed to synthesize it. The reactants are: [F:1][C:2]1[CH:7]=[CH:6][C:5]([N:8]2[C:12]3[CH:13]=[C:14]4[C@:19]([CH:21]=O)([CH2:20][C:11]=3[CH:10]=[N:9]2)[CH2:18][N:17]([S:23]([C:26]2[CH:27]=[N:28][C:29]([N:32]3[CH2:37][CH2:36][O:35][CH2:34][CH2:33]3)=[CH:30][CH:31]=2)(=[O:25])=[O:24])[CH2:16][CH2:15]4)=[CH:4][CH:3]=1.[NH:38]1[CH2:42][CH2:41][C@H:40]([OH:43])[CH2:39]1.C(O[BH-](OC(=O)C)OC(=O)C)(=O)C.[Na+]. (2) Given the product [C:1]([O:5][C:6](=[O:43])[NH:7][C@:8]([CH2:29][O:30][P:31]([O:33][C:34]([CH3:37])([CH3:36])[CH3:35])([O:38][C:39]([CH3:42])([CH3:41])[CH3:40])=[O:32])([CH3:28])[CH2:9][CH2:10][C:11]1[CH:16]=[CH:15][C:14]([OH:17])=[C:13]([NH2:25])[CH:12]=1)([CH3:4])([CH3:2])[CH3:3], predict the reactants needed to synthesize it. The reactants are: [C:1]([O:5][C:6](=[O:43])[NH:7][C@:8]([CH2:29][O:30][P:31]([O:38][C:39]([CH3:42])([CH3:41])[CH3:40])([O:33][C:34]([CH3:37])([CH3:36])[CH3:35])=[O:32])([CH3:28])[CH2:9][CH2:10][C:11]1[CH:16]=[CH:15][C:14]([O:17]CC2C=CC=CC=2)=[C:13]([N+:25]([O-])=O)[CH:12]=1)([CH3:4])([CH3:3])[CH3:2].[H][H]. (3) Given the product [N:2]1([NH:1][CH:10]=[C:11]([C:12]([O:14][CH2:15][CH3:16])=[O:13])[C:17]([O:19][CH2:20][CH3:21])=[O:18])[CH:6]=[CH:5][CH:4]=[CH:3]1, predict the reactants needed to synthesize it. The reactants are: [NH2:1][N:2]1[CH:6]=[CH:5][CH:4]=[CH:3]1.C(O[CH:10]=[C:11]([C:17]([O:19][CH2:20][CH3:21])=[O:18])[C:12]([O:14][CH2:15][CH3:16])=[O:13])C. (4) Given the product [NH2:7][C:8]1[S:9][C:10]([CH2:13][CH2:14][NH:15][C:16]2[C:21]([C:22]#[N:23])=[CH:20][N:19]=[C:18]3[CH:24]=[CH:25][S:26][C:17]=23)=[CH:11][N:12]=1, predict the reactants needed to synthesize it. The reactants are: C(OC(=O)[NH:7][C:8]1[S:9][C:10]([CH2:13][CH2:14][NH:15][C:16]2[C:21]([C:22]#[N:23])=[CH:20][N:19]=[C:18]3[CH:24]=[CH:25][S:26][C:17]=23)=[CH:11][N:12]=1)(C)(C)C.FC(F)(F)C(O)=O. (5) Given the product [C:38](=[O:40])([O:95][C@H:61]([C:53]1[CH:52]=[C:51]([C:50]([F:97])([F:49])[F:96])[CH:56]=[C:55]([C:57]([F:59])([F:58])[F:60])[CH:54]=1)[C@@H:62]([N:64]([C:65]([O:66][C:67]([CH3:68])([CH3:69])[CH3:70])=[O:71])[CH2:72][C:73]1[CH:78]=[C:77]([C:79]([F:81])([F:82])[F:80])[CH:76]=[CH:75][C:74]=1[C:83]1[CH:88]=[C:87]([CH2:89][CH2:91][CH3:2])[C:86]([F:92])=[CH:85][C:84]=1[O:93][CH3:94])[CH3:63])[O:34][C:31]1[CH:32]=[CH:33][C:28]([CH2:27][CH2:26][O:25][P:7]([O:17][CH2:18][C:19]2[CH:24]=[CH:23][CH:22]=[CH:21][CH:20]=2)([O:9][CH2:10][C:11]2[CH:12]=[CH:13][CH:14]=[CH:15][CH:16]=2)=[O:8])=[CH:29][C:30]=1[O:35][CH3:36], predict the reactants needed to synthesize it. The reactants are: N1C=CC=C[CH:2]=1.[P:7]([O:25][CH2:26][CH2:27][C:28]1[CH:33]=[CH:32][C:31]([OH:34])=[C:30]([O:35][CH3:36])[CH:29]=1)([O:17][CH2:18][C:19]1[CH:24]=[CH:23][CH:22]=[CH:21][CH:20]=1)([O:9][CH2:10][C:11]1[CH:16]=[CH:15][CH:14]=[CH:13][CH:12]=1)=[O:8].Cl[C:38](Cl)([O:40]C(=O)OC(Cl)(Cl)Cl)Cl.[F:49][C:50]([F:97])([F:96])[C:51]1[CH:52]=[C:53]([C@@H:61]([OH:95])[C@@H:62]([N:64]([CH2:72][C:73]2[CH:78]=[C:77]([C:79]([F:82])([F:81])[F:80])[CH:76]=[CH:75][C:74]=2[C:83]2[CH:88]=[C:87]([CH:89]([CH3:91])C)[C:86]([F:92])=[CH:85][C:84]=2[O:93][CH3:94])[C:65](=[O:71])[O:66][C:67]([CH3:70])([CH3:69])[CH3:68])[CH3:63])[CH:54]=[C:55]([C:57]([F:60])([F:59])[F:58])[CH:56]=1. (6) The reactants are: O=C1CCC(=O)N1[O:8][C:9]([C:11]1[C:15]2[CH2:16][C:17](=[O:19])[CH2:18][C:14]=2[N:13]([CH2:20][C:21]2[CH:26]=[CH:25][CH:24]=[CH:23][CH:22]=2)[N:12]=1)=O.[NH4+:27].[OH-]. Given the product [CH2:20]([N:13]1[C:14]2[CH2:18][C:17](=[O:19])[CH2:16][C:15]=2[C:11]([C:9]([NH2:27])=[O:8])=[N:12]1)[C:21]1[CH:26]=[CH:25][CH:24]=[CH:23][CH:22]=1, predict the reactants needed to synthesize it. (7) Given the product [F:14][C:11]1[CH:10]=[CH:9][C:8]([CH2:7][CH:2]([NH:1][S:21]([C:18]2[CH:19]=[CH:20][C:15]([CH3:25])=[CH:16][CH:17]=2)(=[O:23])=[O:22])[C:3]([O:5][CH3:6])=[O:4])=[CH:13][CH:12]=1, predict the reactants needed to synthesize it. The reactants are: [NH2:1][CH:2]([CH2:7][C:8]1[CH:13]=[CH:12][C:11]([F:14])=[CH:10][CH:9]=1)[C:3]([O:5][CH3:6])=[O:4].[C:15]1([CH3:25])[CH:20]=[CH:19][C:18]([S:21](Cl)(=[O:23])=[O:22])=[CH:17][CH:16]=1.N1C=CC=CC=1.Cl.